This data is from Full USPTO retrosynthesis dataset with 1.9M reactions from patents (1976-2016). The task is: Predict the reactants needed to synthesize the given product. (1) Given the product [Br:1][C:2]1[CH:7]=[CH:6][C:5]([C:8](=[C:23]2[CH2:22][C:21]([CH3:27])([CH3:26])[O:20][C:19]([CH3:28])([CH3:18])[CH2:24]2)[C:10]2[CH:15]=[CH:14][C:13]([OH:16])=[C:12]([F:17])[CH:11]=2)=[CH:4][CH:3]=1, predict the reactants needed to synthesize it. The reactants are: [Br:1][C:2]1[CH:7]=[CH:6][C:5]([C:8]([C:10]2[CH:15]=[CH:14][C:13]([OH:16])=[C:12]([F:17])[CH:11]=2)=O)=[CH:4][CH:3]=1.[CH3:18][C:19]1([CH3:28])[CH2:24][C:23](=O)[CH2:22][C:21]([CH3:27])([CH3:26])[O:20]1.C([O-])([O-])=O.[K+].[K+]. (2) The reactants are: [C:1](O[C:1](=[O:4])[CH2:2][CH3:3])(=[O:4])[CH2:2][CH3:3].[NH2:10][CH2:11][C@H:12]1[O:16][C:15](=[O:17])[N:14]([C:18]2[CH:19]=[C:20]3[C:24](=[C:25]([F:27])[CH:26]=2)[N:23]([CH2:28][CH3:29])[C:22](=[O:30])[CH2:21]3)[CH2:13]1.C(N(C(C)C)CC)(C)C. Given the product [CH2:28]([N:23]1[C:24]2[C:20](=[CH:19][C:18]([N:14]3[CH2:13][C@H:12]([CH2:11][NH:10][C:1](=[O:4])[CH2:2][CH3:3])[O:16][C:15]3=[O:17])=[CH:26][C:25]=2[F:27])[CH2:21][C:22]1=[O:30])[CH3:29], predict the reactants needed to synthesize it. (3) Given the product [C:1]([N:5]1[CH2:10][CH2:9][CH:8]([CH2:11][C:12]2[CH:21]=[C:20]3[C:15]([CH2:16][N:17]([CH2:31][C:32]4[CH:33]=[CH:34][C:35]([O:38][CH3:39])=[CH:36][CH:37]=4)[C:18](=[O:30])[N:19]3[C:22]3[C:27]([Cl:28])=[CH:26][CH:25]=[CH:24][C:23]=3[Cl:29])=[C:14]([C:40]3[CH:45]=[CH:44][CH:43]=[CH:42][C:41]=3[Cl:46])[CH:13]=2)[CH2:7][CH2:6]1)([CH3:4])([CH3:2])[CH3:3], predict the reactants needed to synthesize it. The reactants are: [C:1]([N:5]1[CH2:10][CH2:9][C:8](=[CH:11][C:12]2[CH:21]=[C:20]3[C:15]([CH2:16][N:17]([CH2:31][C:32]4[CH:37]=[CH:36][C:35]([O:38][CH3:39])=[CH:34][CH:33]=4)[C:18](=[O:30])[N:19]3[C:22]3[C:27]([Cl:28])=[CH:26][CH:25]=[CH:24][C:23]=3[Cl:29])=[C:14]([C:40]3[CH:45]=[CH:44][CH:43]=[CH:42][C:41]=3[Cl:46])[CH:13]=2)[CH2:7][CH2:6]1)([CH3:4])([CH3:3])[CH3:2].ClC1C=CC=C(Cl)C=1N1C2C(=C(C3C=CC=CC=3Cl)C=C(C3CCC4(OCCO4)CC3)C=2)CNC1=O. (4) Given the product [Cl:21][C:22]1[CH:28]=[C:27]([O:29][C:30]2[C:31]3[N:38]([CH3:39])[CH:37]=[CH:36][C:32]=3[N:33]=[CH:34][N:35]=2)[CH:26]=[CH:25][C:23]=1[NH:24][C:8]([NH:9][C:10]1[CH:15]=[CH:14][N:13]=[C:12]([C:16]([F:17])([F:18])[F:19])[CH:11]=1)=[O:20], predict the reactants needed to synthesize it. The reactants are: C1(O[C:8](=[O:20])[NH:9][C:10]2[CH:15]=[CH:14][N:13]=[C:12]([C:16]([F:19])([F:18])[F:17])[CH:11]=2)C=CC=CC=1.[Cl:21][C:22]1[CH:28]=[C:27]([O:29][C:30]2[C:31]3[N:38]([CH3:39])[CH:37]=[CH:36][C:32]=3[N:33]=[CH:34][N:35]=2)[CH:26]=[CH:25][C:23]=1[NH2:24].N1C=CC=CC=1. (5) Given the product [F:1][C:2]1[CH:7]=[CH:6][C:5]([O:8][CH3:9])=[CH:4][C:3]=1[C:10]1[CH:15]=[CH:14][C:13]([O:16][CH2:17][C:18]2[CH:23]=[CH:22][C:21]([O:24][CH3:25])=[CH:20][CH:19]=2)=[CH:12][C:11]=1[C:26](=[O:30])[CH:27]([CH3:28])[CH3:29], predict the reactants needed to synthesize it. The reactants are: [F:1][C:2]1[CH:7]=[CH:6][C:5]([O:8][CH3:9])=[CH:4][C:3]=1[C:10]1[CH:15]=[CH:14][C:13]([O:16][CH2:17][C:18]2[CH:23]=[CH:22][C:21]([O:24][CH3:25])=[CH:20][CH:19]=2)=[CH:12][C:11]=1[CH:26]([OH:30])[CH:27]([CH3:29])[CH3:28].C(N(CC)CC)C.Cl. (6) Given the product [Br:17][C:18]1[CH:23]=[CH:22][C:21]([C:16]2[N:7]3[CH:8]=[CH:9][CH:10]=[C:11]([C:12]([F:13])([F:15])[F:14])[C:6]3=[N:5][C:4]=2[CH:1]([CH3:3])[CH3:2])=[CH:20][CH:19]=1, predict the reactants needed to synthesize it. The reactants are: [CH:1]([C:4]1[N:5]=[C:6]2[C:11]([C:12]([F:15])([F:14])[F:13])=[CH:10][CH:9]=[CH:8][N:7]2[CH:16]=1)([CH3:3])[CH3:2].[Br:17][C:18]1[CH:23]=[CH:22][C:21](I)=[CH:20][CH:19]=1. (7) The reactants are: [CH3:1][C:2]1[CH:10]=[C:9]2[C:5]([CH:6]=[CH:7][NH:8]2)=[C:4]([N+:11]([O-])=O)[CH:3]=1.[CH3:14]I. Given the product [CH3:14][N:8]1[C:9]2[CH:10]=[C:2]([CH3:1])[CH:3]=[C:4]([NH2:11])[C:5]=2[CH:6]=[CH:7]1, predict the reactants needed to synthesize it. (8) Given the product [C:4]([Si:1]([CH3:3])([CH3:2])[O:8][C:9]1[CH:14]=[CH:13][C:12]([C:15]([C:17]2[CH:18]=[C:19]([O:25][CH3:26])[CH:20]=[C:21]([O:23][CH3:24])[CH:22]=2)=[CH:37][C:38]#[N:39])=[CH:11][C:10]=1[O:27][CH3:28])([CH3:6])([CH3:5])[CH3:7], predict the reactants needed to synthesize it. The reactants are: [Si:1]([O:8][C:9]1[CH:14]=[CH:13][C:12]([C:15]([C:17]2[CH:22]=[C:21]([O:23][CH3:24])[CH:20]=[C:19]([O:25][CH3:26])[CH:18]=2)=O)=[CH:11][C:10]=1[O:27][CH3:28])([C:4]([CH3:7])([CH3:6])[CH3:5])([CH3:3])[CH3:2].C(OP([CH2:37][C:38]#[N:39])(=O)OCC)C.C[Si]([N-][Si](C)(C)C)(C)C.[Li+].COC1C=C(C(C2C=CC=C(OC)C=2)=CC#N)C=C(OC)C=1.